From a dataset of Forward reaction prediction with 1.9M reactions from USPTO patents (1976-2016). Predict the product of the given reaction. (1) Given the reactants [C:1](OC(=O)C)(=[O:3])[CH3:2].C1COCC1.[NH2:13][C:14]1[CH:22]=[CH:21][CH:20]=[C:19]2[C:15]=1[C:16](=[O:36])[N:17]([CH:24]1[CH2:29][CH2:28][C:27](=[O:30])[N:26]([CH2:31][CH2:32][O:33][CH3:34])[C:25]1=[O:35])[C:18]2=[O:23], predict the reaction product. The product is: [CH3:34][O:33][CH2:32][CH2:31][N:26]1[C:27](=[O:30])[CH2:28][CH2:29][CH:24]([N:17]2[C:18](=[O:23])[C:19]3[C:15](=[C:14]([NH:13][C:1](=[O:3])[CH3:2])[CH:22]=[CH:21][CH:20]=3)[C:16]2=[O:36])[C:25]1=[O:35]. (2) Given the reactants [CH3:1]C(=O)C=C.[CH2:6]1[CH2:10][O:9][CH2:8][CH2:7]1.[CH3:11][C:12]([CH:14]=[C:15](C)[CH3:16])=[CH2:13].ClCCl, predict the reaction product. The product is: [CH3:11][C:12]1([CH3:13])[CH:14]=[C:15]([CH3:16])[CH2:10][CH2:6][CH:7]1[C:8](=[O:9])[CH3:1]. (3) Given the reactants [CH2:1]([NH:3][C:4]([NH:6][C:7]1[CH:12]=[CH:11][C:10]([C:13]2[N:14]=[C:15]([N:23]3[CH2:28][CH2:27][O:26][CH2:25][C@@H:24]3[CH3:29])[C:16]3[CH2:22][CH2:21][NH:20][CH2:19][C:17]=3[N:18]=2)=[CH:9][CH:8]=1)=[O:5])[CH3:2].[C:30]([C:32]1[CH:33]=[CH:34][C:35](Cl)=[N:36][CH:37]=1)#[N:31], predict the reaction product. The product is: [C:30]([C:32]1[CH:33]=[CH:34][C:35]([N:20]2[CH2:21][CH2:22][C:16]3[C:15]([N:23]4[CH2:28][CH2:27][O:26][CH2:25][C@@H:24]4[CH3:29])=[N:14][C:13]([C:10]4[CH:9]=[CH:8][C:7]([NH:6][C:4]([NH:3][CH2:1][CH3:2])=[O:5])=[CH:12][CH:11]=4)=[N:18][C:17]=3[CH2:19]2)=[N:36][CH:37]=1)#[N:31]. (4) The product is: [CH3:18][CH2:17][N:13]([C:14]([CH3:15])=[O:16])[C:9]1[CH:10]=[CH:11][CH:12]=[C:7]([C:5]2[N:23]3[N:22]=[CH:21][C:25]([C:26]#[N:27])=[C:19]3[N:2]=[CH:3][CH:4]=2)[CH:8]=1. Given the reactants C[N:2]([CH3:19])[CH:3]=[CH:4][C:5]([C:7]1[CH:8]=[C:9]([N:13]([CH2:17][CH3:18])[C:14](=[O:16])[CH3:15])[CH:10]=[CH:11][CH:12]=1)=O.N[C:21]1[C:25]([C:26]#[N:27])=C[NH:23][N:22]=1.P(=O)(O)(O)O, predict the reaction product. (5) Given the reactants [CH3:1][C:2]([CH3:12])([CH3:11])[CH2:3][C:4](=[O:10])[CH2:5][C:6]([O:8][CH3:9])=[O:7].C1(C(C(=[CH:24][N:25]([CH3:27])[CH3:26])C(OCC)=O)=O)CC1, predict the reaction product. The product is: [CH3:24][N:25](/[CH:27]=[C:5](/[C:4](=[O:10])[CH2:3][C:2]([CH3:12])([CH3:11])[CH3:1])\[C:6]([O:8][CH3:9])=[O:7])[CH3:26]. (6) Given the reactants [CH:1]1[C:13]2[CH2:12][C:11]3[C:6](=[CH:7][CH:8]=[CH:9][CH:10]=3)[C:5]=2[CH:4]=[CH:3][C:2]=1[CH:14]=O.[CH3:16][O:17][C:18]([CH2:20][C@@H:21]([CH2:25][CH:26]([CH3:28])[CH3:27])[C:22]([OH:24])=O)=[O:19].[CH2:29]([N+:36]#[C-:37])[C:30]1[CH:35]=[CH:34][CH:33]=[CH:32][CH:31]=1.[NH3:38].C[OH:40], predict the reaction product. The product is: [CH:1]1[C:13]2[CH2:12][C:11]3[C:6](=[CH:7][CH:8]=[CH:9][CH:10]=3)[C:5]=2[CH:4]=[CH:3][C:2]=1[CH:14]([C:37](=[O:40])[NH:36][CH2:29][C:30]1[CH:35]=[CH:34][CH:33]=[CH:32][CH:31]=1)[NH:38][C:22]([C@H:21]([CH2:25][CH:26]([CH3:28])[CH3:27])[CH2:20][C:18]([O:17][CH3:16])=[O:19])=[O:24].